Dataset: Reaction yield outcomes from USPTO patents with 853,638 reactions. Task: Predict the reaction yield, written as a fraction of the theoretical maximum amount of product (1.0 means a 100% yield; for example, 0.34 means a 34% yield). (1) The reactants are [Cl:1][C:2]1[CH:10]=[C:9]2[C:5]([CH:6]=[CH:7][NH:8]2)=[CH:4][C:3]=1B1OCC(C)(C)CO1.[C:19](=O)([O-])[O-:20].[K+].[K+].Br[C:26]1[CH:31]=[CH:30][C:29]([CH2:32][CH2:33][CH2:34][OH:35])=[CH:28][CH:27]=1. The catalyst is O1CCOCC1.CN(C=O)C.C1C=CC(P(C2C=CC=CC=2)[C-]2C=CC=C2)=CC=1.C1C=CC(P(C2C=CC=CC=2)[C-]2C=CC=C2)=CC=1.Cl[Pd]Cl.[Fe+2]. The product is [Cl:1][C:2]1[CH:10]=[C:9]2[C:5]([C:6]([CH:19]=[O:20])=[CH:7][NH:8]2)=[CH:4][C:3]=1[C:26]1[CH:31]=[CH:30][C:29]([CH2:32][CH2:33][CH2:34][OH:35])=[CH:28][CH:27]=1. The yield is 0.270. (2) The reactants are [N:1]1[CH:6]=[CH:5][CH:4]=[C:3]([NH:7][C:8](=[O:15])OCC(Cl)(Cl)Cl)[CH:2]=1.[F:16][C:17]1[C:22]([F:23])=[CH:21][CH:20]=[CH:19][C:18]=1[C:24]1[N:29]=[C:28]([N:30]2[CH2:35][CH2:34][NH:33][CH2:32][CH2:31]2)[CH:27]=[CH:26][N:25]=1.C(N(C(C)C)CC)(C)C.O. The catalyst is CS(C)=O. The product is [F:16][C:17]1[C:22]([F:23])=[CH:21][CH:20]=[CH:19][C:18]=1[C:24]1[N:29]=[C:28]([N:30]2[CH2:35][CH2:34][N:33]([C:8]([NH:7][C:3]3[CH:2]=[N:1][CH:6]=[CH:5][CH:4]=3)=[O:15])[CH2:32][CH2:31]2)[CH:27]=[CH:26][N:25]=1. The yield is 0.180. (3) The reactants are [CH2:1]([C:3]1[N:13]([C:14]2[CH:19]=[CH:18][C:17]([CH2:20][CH2:21][NH:22][C:23]([NH:25][S:26]([C:29]3[CH:34]=[CH:33][C:32]([CH3:35])=[CH:31][CH:30]=3)(=[O:28])=[O:27])=[O:24])=[CH:16][CH:15]=2)[C:6]2=[N:7][C:8]([CH3:12])=[CH:9][C:10]([CH3:11])=[C:5]2[N:4]=1)[CH3:2].C(N(CC)CC)C.ClC(O[C:47]1[CH:52]=[CH:51]C=[CH:49][CH:48]=1)=O. The catalyst is ClCCl. The product is [C:32]1([C:35]2[CH:51]=[CH:52][CH:47]=[CH:48][CH:49]=2)[CH:33]=[CH:34][C:29]([S:26]([NH:25][C:23]([NH:22][CH2:21][CH2:20][C:17]2[CH:16]=[CH:15][C:14]([N:13]3[C:6]4=[N:7][C:8]([CH3:12])=[CH:9][C:10]([CH3:11])=[C:5]4[N:4]=[C:3]3[CH2:1][CH3:2])=[CH:19][CH:18]=2)=[O:24])(=[O:28])=[O:27])=[CH:30][CH:31]=1. The yield is 0.870. (4) The reactants are [CH3:1][S:2]([N:5]1[C:9]2[N:10]=[C:11]([N:39]3[CH2:44][CH2:43][O:42][CH2:41][CH2:40]3)[N:12]=[C:13]([C:14]3[CH:15]=[N:16][C:17]([N:20](CC4C=CC(OC)=CC=4)CC4C=CC(OC)=CC=4)=[N:18][CH:19]=3)[C:8]=2[CH:7]=[CH:6]1)(=[O:4])=[O:3].S(=O)(=O)(O)O.P([O-])([O-])([O-])=O.[K+].[K+].[K+]. The catalyst is C(OCC)(=O)C. The product is [CH3:1][S:2]([N:5]1[C:9]2[N:10]=[C:11]([N:39]3[CH2:44][CH2:43][O:42][CH2:41][CH2:40]3)[N:12]=[C:13]([C:14]3[CH:19]=[N:18][C:17]([NH2:20])=[N:16][CH:15]=3)[C:8]=2[CH:7]=[CH:6]1)(=[O:4])=[O:3]. The yield is 0.450.